From a dataset of Catalyst prediction with 721,799 reactions and 888 catalyst types from USPTO. Predict which catalyst facilitates the given reaction. Reactant: C([O:5][C:6](=[O:45])[CH2:7][CH2:8][N:9](C(OC(C)(C)C)=O)[CH2:10][C:11]([N:13]1[C:21]2[C:16](=[CH:17][C:18]([O:22][CH2:23][C:24]3[CH:29]=[CH:28][C:27]([CH:30]4[CH2:35][CH2:34][CH2:33][CH2:32][CH2:31]4)=[C:26]([C:36]#[N:37])[CH:25]=3)=[CH:19][CH:20]=2)[CH2:15][CH2:14]1)=[O:12])(C)(C)C. Product: [C:36]([C:26]1[CH:25]=[C:24]([CH2:23][O:22][C:18]2[CH:17]=[C:16]3[C:21](=[CH:20][CH:19]=2)[N:13]([C:11](=[O:12])[CH2:10][NH:9][CH2:8][CH2:7][C:6]([OH:45])=[O:5])[CH2:14][CH2:15]3)[CH:29]=[CH:28][C:27]=1[CH:30]1[CH2:35][CH2:34][CH2:33][CH2:32][CH2:31]1)#[N:37]. The catalyst class is: 620.